This data is from Forward reaction prediction with 1.9M reactions from USPTO patents (1976-2016). The task is: Predict the product of the given reaction. (1) Given the reactants Br[C:2]1[CH:3]=[C:4]2[C:9](=[CH:10][CH:11]=1)[C:8]([Cl:12])=[C:7]([O:13][CH2:14][C:15]#[N:16])[CH:6]=[CH:5]2.[O:17]1[C:21]2[CH:22]=[CH:23][CH:24]=[CH:25][C:20]=2[CH:19]=[C:18]1B(O)O.ClCCl.C(=O)([O-])[O-].[K+].[K+], predict the reaction product. The product is: [O:17]1[C:21]2[CH:22]=[CH:23][CH:24]=[CH:25][C:20]=2[CH:19]=[C:18]1[C:2]1[CH:3]=[C:4]2[C:9](=[CH:10][CH:11]=1)[C:8]([Cl:12])=[C:7]([O:13][CH2:14][C:15]#[N:16])[CH:6]=[CH:5]2. (2) Given the reactants [N:1]1([CH2:6][CH2:7][C:8]#[C:9][C:10]2[CH:11]=[N:12][C:13]([O:16][CH2:17][C:18]3[N:19]=[C:20]([CH:23]=[CH:24][C:25]4[CH:30]=[CH:29][C:28]([C:31]([F:34])([F:33])[F:32])=[CH:27][CH:26]=4)[O:21][CH:22]=3)=[N:14][CH:15]=2)[CH:5]=[CH:4][N:3]=[N:2]1, predict the reaction product. The product is: [N:1]1([CH2:6][CH2:7][CH2:8][CH2:9][C:10]2[CH:11]=[N:12][C:13]([O:16][CH2:17][C:18]3[N:19]=[C:20]([CH:23]=[CH:24][C:25]4[CH:26]=[CH:27][C:28]([C:31]([F:34])([F:32])[F:33])=[CH:29][CH:30]=4)[O:21][CH:22]=3)=[N:14][CH:15]=2)[CH:5]=[CH:4][N:3]=[N:2]1. (3) Given the reactants [NH2:1][C@@H:2]1[CH2:7][CH2:6][N:5]([C:8]2[C:9]([Cl:31])=[C:10]([NH:16][C:17]3[N:22]=[C:21]([NH:23][CH2:24][CH3:25])[C:20]4=[N:26][CH:27]=[C:28]([C:29]#[N:30])[N:19]4[N:18]=3)[CH:11]=[C:12]([C:14]#[N:15])[CH:13]=2)[CH2:4][C@H:3]1[OH:32].[CH:33](OC)(OC)[O:34]C.CC(O)=O.[O:44]1[CH2:47][C:46](=O)[CH2:45]1.[BH3-]C#N.[Na+], predict the reaction product. The product is: [Cl:31][C:9]1[C:8]([N:5]2[CH2:6][CH2:7][C@H:2]3[N:1]([CH:46]4[CH2:45][O:44][CH2:47]4)[C:33](=[O:34])[O:32][C@@H:3]3[CH2:4]2)=[CH:13][C:12]([C:14]#[N:15])=[CH:11][C:10]=1[NH:16][C:17]1[N:22]=[C:21]([NH:23][CH2:24][CH3:25])[C:20]2=[N:26][CH:27]=[C:28]([C:29]#[N:30])[N:19]2[N:18]=1. (4) Given the reactants C(OC([NH:8][CH2:9][C@H:10]([NH:15][S:16]([C:19]1[C:24]([CH3:25])=[CH:23][C:22]([O:26][CH2:27][CH2:28][CH2:29][C:30](=[O:45])[NH:31][CH2:32][CH2:33][NH:34][C:35]([O:37][CH2:38][C:39]2[CH:44]=[CH:43][CH:42]=[CH:41][CH:40]=2)=[O:36])=[CH:21][C:20]=1[CH3:46])(=[O:18])=[O:17])[C:11]([O:13][CH3:14])=[O:12])=O)(C)(C)C.[F:47][C:48]([F:53])([F:52])[C:49]([OH:51])=[O:50], predict the reaction product. The product is: [F:47][C:48]([F:53])([F:52])[C:49]([OH:51])=[O:50].[NH2:8][CH2:9][C@H:10]([NH:15][S:16]([C:19]1[C:24]([CH3:25])=[CH:23][C:22]([O:26][CH2:27][CH2:28][CH2:29][C:30](=[O:45])[NH:31][CH2:32][CH2:33][NH:34][C:35]([O:37][CH2:38][C:39]2[CH:40]=[CH:41][CH:42]=[CH:43][CH:44]=2)=[O:36])=[CH:21][C:20]=1[CH3:46])(=[O:17])=[O:18])[C:11]([O:13][CH3:14])=[O:12]. (5) Given the reactants [Cl:1][C:2]1[CH:3]=[C:4]([C:9]2([C:24]([F:27])([F:26])[F:25])[O:13][N:12]=[C:11]([C:14]3[CH:19]=[CH:18][C:17]([C:20](=O)[CH3:21])=[C:16]([CH3:23])[CH:15]=3)[CH2:10]2)[CH:5]=[C:6]([Cl:8])[CH:7]=1.Cl.[NH2:29][OH:30], predict the reaction product. The product is: [Cl:1][C:2]1[CH:3]=[C:4]([C:9]2([C:24]([F:27])([F:26])[F:25])[O:13][N:12]=[C:11]([C:14]3[CH:19]=[CH:18][C:17]([C:20](=[N:29][OH:30])[CH3:21])=[C:16]([CH3:23])[CH:15]=3)[CH2:10]2)[CH:5]=[C:6]([Cl:8])[CH:7]=1. (6) Given the reactants Cl[C:2]1[C:3]2[C:12]([C:13]#[N:14])=[CH:11][N:10](COCC[Si](C)(C)C)[C:4]=2[N:5]=[C:6]([S:8][CH3:9])[N:7]=1.[Cl:23][C:24]1[CH:29]=[C:28]([O:30][CH3:31])[C:27]([O:32][CH3:33])=[CH:26][C:25]=1B(O)O, predict the reaction product. The product is: [Cl:23][C:24]1[CH:29]=[C:28]([O:30][CH3:31])[C:27]([O:32][CH3:33])=[CH:26][C:25]=1[C:2]1[C:3]2[C:12]([C:13]#[N:14])=[CH:11][NH:10][C:4]=2[N:5]=[C:6]([S:8][CH3:9])[N:7]=1. (7) Given the reactants O[N:2]=[C:3]1[CH2:6][CH:5]([C:7]([O:9][CH3:10])=[O:8])[C:4]1([CH3:12])[CH3:11].[OH-].[NH4+].[H][H], predict the reaction product. The product is: [NH2:2][CH:3]1[CH2:6][CH:5]([C:7]([O:9][CH3:10])=[O:8])[C:4]1([CH3:12])[CH3:11]. (8) Given the reactants Cl[C:2]1[CH:10]=[CH:9][C:5]([C:6]([OH:8])=[O:7])=[CH:4][N:3]=1.[F:11][C:12]1([F:17])[CH2:14][CH:13]1[CH2:15][OH:16], predict the reaction product. The product is: [F:11][C:12]1([F:17])[CH2:14][CH:13]1[CH2:15][O:16][C:2]1[CH:10]=[CH:9][C:5]([C:6]([OH:8])=[O:7])=[CH:4][N:3]=1. (9) Given the reactants [Br:1][C:2]1[CH:3]=[C:4](/[CH:7]=[CH:8]/[C:9](Cl)=[O:10])[O:5][CH:6]=1.[N-:12]=[N+:13]=[N-:14].[Na+].C(OCC)(=O)C, predict the reaction product. The product is: [Br:1][C:2]1[CH:3]=[C:4](/[CH:7]=[CH:8]/[C:9]([N:12]=[N+:13]=[N-:14])=[O:10])[O:5][CH:6]=1. (10) Given the reactants N1C2C(=C(C3N=[C:12]([N:22]4[CH2:27][CH2:26]OCC4)[C:13]4SC(COC)=[CH:16][C:14]=4N=3)C=CC=2)C=N1.[Cl:28][C:29]1[N:30]=[C:31]([N:40]2[CH2:45][CH2:44][O:43][CH2:42][CH2:41]2)[C:32]2[S:37][C:36]([CH2:38][OH:39])=[CH:35][C:33]=2[N:34]=1.N1C=CC=CC=1CCl, predict the reaction product. The product is: [Cl:28][C:29]1[N:30]=[C:31]([N:40]2[CH2:41][CH2:42][O:43][CH2:44][CH2:45]2)[C:32]2[S:37][C:36]([CH2:38][O:39][CH2:26][C:27]3[CH:16]=[CH:14][CH:13]=[CH:12][N:22]=3)=[CH:35][C:33]=2[N:34]=1.